Dataset: Full USPTO retrosynthesis dataset with 1.9M reactions from patents (1976-2016). Task: Predict the reactants needed to synthesize the given product. (1) Given the product [CH3:25][O:24][CH2:23][CH2:22][O:21][CH2:20][C:17]1[N:16]=[C:15]([CH3:26])[C:14]([C@@:11]2([OH:27])[CH2:12][CH2:13][NH:8][CH2:9][C@@H:10]2[O:28][CH2:29][C:30]2[CH:31]=[CH:32][C:33]3[O:38][CH2:37][CH2:36][N:35]([CH2:39][CH2:40][CH2:41][O:42][CH3:43])[C:34]=3[CH:44]=2)=[CH:19][CH:18]=1, predict the reactants needed to synthesize it. The reactants are: C(OC([N:8]1[CH2:13][CH2:12][C@:11]([OH:27])([C:14]2[C:15]([CH3:26])=[N:16][C:17]([CH2:20][O:21][CH2:22][CH2:23][O:24][CH3:25])=[CH:18][CH:19]=2)[C@@H:10]([O:28][CH2:29][C:30]2[CH:31]=[CH:32][C:33]3[O:38][CH2:37][CH2:36][N:35]([CH2:39][CH2:40][CH2:41][O:42][CH3:43])[C:34]=3[CH:44]=2)[CH2:9]1)=O)(C)(C)C.C(O)(C(F)(F)F)=O. (2) Given the product [F:2][C:3]1[C:8]([F:9])=[CH:7][CH:6]=[CH:5][C:4]=1[C@@H:10]([NH:12][C:42]([C:38]1[CH:37]=[C:36]2[C:41](=[CH:40][CH:39]=1)[N:33]([CH2:32][C:29]1[CH:28]=[CH:27][C:26]([C:21]3[C:20]([C:18]([OH:19])=[O:17])=[CH:25][CH:24]=[CH:23][CH:22]=3)=[CH:31][CH:30]=1)[C:34]([CH3:46])=[C:35]2[CH3:45])=[O:43])[CH3:11], predict the reactants needed to synthesize it. The reactants are: Cl.[F:2][C:3]1[C:8]([F:9])=[CH:7][CH:6]=[CH:5][C:4]=1[C@@H:10]([NH2:12])[CH3:11].C([O:17][C:18]([C:20]1[CH:25]=[CH:24][CH:23]=[CH:22][C:21]=1[C:26]1[CH:31]=[CH:30][C:29]([CH2:32][N:33]2[C:41]3[C:36](=[CH:37][C:38]([C:42](O)=[O:43])=[CH:39][CH:40]=3)[C:35]([CH3:45])=[C:34]2[CH3:46])=[CH:28][CH:27]=1)=[O:19])(C)(C)C. (3) Given the product [F:37][C:38]([F:57])([F:56])[S:39]([O:8][C:4]1[CH:5]=[CH:6][CH:7]=[C:2]([C:12]2[C:11]([F:10])=[CH:16][CH:15]=[CH:14][C:13]=2[F:17])[N:3]=1)(=[O:41])=[O:40], predict the reactants needed to synthesize it. The reactants are: Br[C:2]1[CH:7]=[CH:6][CH:5]=[C:4]([O:8]C)[N:3]=1.[F:10][C:11]1[CH:16]=[CH:15][CH:14]=[C:13]([F:17])[C:12]=1B(O)O.OC1C=CC=CN=1.C(N(C(C)C)CC)(C)C.[F:37][C:38]([F:57])([F:56])[S:39](N(C1C=CC=CC=1)[S:39]([C:38]([F:57])([F:56])[F:37])(=[O:41])=[O:40])(=[O:41])=[O:40]. (4) Given the product [CH2:7]([O:14][C:16]1[CH:21]=[CH:20][C:19]([N+:22]([O-:24])=[O:23])=[C:18]([CH3:25])[C:17]=1[F:26])[C:8]1[CH:13]=[CH:12][CH:11]=[CH:10][CH:9]=1, predict the reactants needed to synthesize it. The reactants are: C(=O)([O-])[O-].[K+].[K+].[CH2:7]([OH:14])[C:8]1[CH:13]=[CH:12][CH:11]=[CH:10][CH:9]=1.F[C:16]1[CH:21]=[CH:20][C:19]([N+:22]([O-:24])=[O:23])=[C:18]([CH3:25])[C:17]=1[F:26]. (5) Given the product [CH3:23][O:22][C:19]1[C:20]2[N:21]=[C:13]([NH:12][C:11]([N:8]3[CH2:9][CH2:10][N:5]([CH:4]([C:25]4[CH:30]=[CH:29][CH:28]=[C:27]([Cl:31])[CH:26]=4)[CH2:3][OH:2])[CH2:6][CH2:7]3)=[O:24])[S:14][C:15]=2[N:16]=[CH:17][N:18]=1, predict the reactants needed to synthesize it. The reactants are: C[O:2][C:3](=O)[CH:4]([C:25]1[CH:30]=[CH:29][CH:28]=[C:27]([Cl:31])[CH:26]=1)[N:5]1[CH2:10][CH2:9][N:8]([C:11](=[O:24])[NH:12][C:13]2[S:14][C:15]3[N:16]=[CH:17][N:18]=[C:19]([O:22][CH3:23])[C:20]=3[N:21]=2)[CH2:7][CH2:6]1.[H-].[Al+3].[Li+].[H-].[H-].[H-]. (6) Given the product [CH:3]1([C@H:9]([NH:36][C:37](=[O:42])[C@H:38]([CH3:41])[NH:39][CH3:40])[C:10]([N:12]2[C@H:17]([C:18]([NH:20][C@H:21]3[C:30]4[C:25](=[CH:26][C:27]([F:32])=[CH:28][C:29]=4[F:31])[O:24][CH2:23][CH2:22]3)=[O:19])[CH2:16][N:15]3[CH2:33][CH2:34][CH2:35][C@@H:14]3[CH2:13]2)=[O:11])[CH2:8][CH2:7][CH2:6][CH2:5][CH2:4]1, predict the reactants needed to synthesize it. The reactants are: Cl.Cl.[CH:3]1([C@H:9]([NH:36][C:37](=[O:42])[C@H:38]([CH3:41])[NH:39][CH3:40])[C:10]([N:12]2[C@H:17]([C:18]([NH:20][C@H:21]3[C:30]4[C:25](=[CH:26][C:27]([F:32])=[CH:28][C:29]=4[F:31])[O:24][CH2:23][CH2:22]3)=[O:19])[CH2:16][N:15]3[CH2:33][CH2:34][CH2:35][C@@H:14]3[CH2:13]2)=[O:11])[CH2:8][CH2:7][CH2:6][CH2:5][CH2:4]1.C(=O)([O-])O.[Na+].